From a dataset of Catalyst prediction with 721,799 reactions and 888 catalyst types from USPTO. Predict which catalyst facilitates the given reaction. (1) Reactant: C(O[C:5]1[O:6][CH2:7][C:8](=[O:16])[C:9]=1[C:10]([O:12][CH:13]([CH3:15])[CH3:14])=[O:11])(C)C.C(OC(C)C)(=O)CC(OC(C)C)=O.ClCC(Cl)=O.[CH3:35][NH:36][CH2:37][C:38]1[S:39][CH:40]=[CH:41][CH:42]=1.C(N(CC)CC)C.[NH:50]1[C:58]2[C:53](=[CH:54][CH:55]=[CH:56][N:57]=2)[C:52]([CH:59]=O)=[CH:51]1. Product: [NH:50]1[C:58]2=[N:57][CH:56]=[CH:55][CH:54]=[C:53]2[C:52]([CH:59]=[C:7]2[O:6][C:5]([N:36]([CH3:35])[CH2:37][C:38]3[S:39][CH:40]=[CH:41][CH:42]=3)=[C:9]([C:10]([O:12][CH:13]([CH3:14])[CH3:15])=[O:11])[C:8]2=[O:16])=[CH:51]1. The catalyst class is: 41. (2) Reactant: [Cl:1][C:2]1[CH:3]=[C:4]([CH:24]=[CH:25][C:26]=1[F:27])[CH2:5][N:6]1[CH2:15][CH2:14][C:13]2[C:12]([C:16](N(C)C)=[O:17])=[N:11][C:10]([OH:21])=[C:9]([OH:22])[C:8]=2[C:7]1=[O:23].[CH3:28][O-:29].[Mg+2].C[O-].[CH2:33](Br)[CH:34]=[CH2:35].Cl. Product: [CH2:33]([N:11]1[C:10](=[O:21])[C:9]([OH:22])=[C:8]2[C:13]([CH2:14][CH2:15][N:6]([CH2:5][C:4]3[CH:24]=[CH:25][C:26]([F:27])=[C:2]([Cl:1])[CH:3]=3)[C:7]2=[O:23])=[C:12]1[C:16]([O:29][CH3:28])=[O:17])[CH:34]=[CH2:35]. The catalyst class is: 816. (3) Reactant: [C:1]([Si:3]([CH3:6])([CH3:5])[CH3:4])#[CH:2].B(F)(F)F.CCOCC.[O:16]1[CH2:18][C@@H:17]1[CH2:19][OH:20].C([O-])(O)=O.[Na+]. Product: [CH3:4][Si:3]([CH3:6])([CH3:5])[C:1]#[C:2][CH2:18][C@@H:17]([OH:16])[CH2:19][OH:20]. The catalyst class is: 134. (4) Reactant: C(OC(=O)[NH:7][CH2:8][CH2:9][O:10][C:11]1[CH:12]=[N:13][CH:14]=[C:15]([C:17]2[CH:18]=[C:19]3[C:24](=[CH:25][C:26]=2[F:27])[N:23]([CH3:28])[C:22](=[O:29])[CH2:21][CH2:20]3)[CH:16]=1)(C)(C)C.[ClH:31]. Product: [ClH:31].[NH2:7][CH2:8][CH2:9][O:10][C:11]1[CH:16]=[C:15]([C:17]2[CH:18]=[C:19]3[C:24](=[CH:25][C:26]=2[F:27])[N:23]([CH3:28])[C:22](=[O:29])[CH2:21][CH2:20]3)[CH:14]=[N:13][CH:12]=1. The catalyst class is: 5. (5) Reactant: Cl[C:2]1[N:12]=[C:11]([NH:13][C:14]2[CH:19]=[CH:18][C:17]([CH2:20][N:21]3[CH2:25][CH2:24][CH2:23][CH2:22]3)=[CH:16][C:15]=2[Cl:26])[C:5]2[C:6](=[O:10])[NH:7][N:8]=[CH:9][C:4]=2[CH:3]=1.[CH:27]1([CH2:30][NH2:31])[CH2:29][CH2:28]1.CN(C)CC. Product: [Cl:26][C:15]1[CH:16]=[C:17]([CH2:20][N:21]2[CH2:25][CH2:24][CH2:23][CH2:22]2)[CH:18]=[CH:19][C:14]=1[NH:13][C:11]1[C:5]2=[C:6]([OH:10])[N:7]=[N:8][CH:9]=[C:4]2[CH:3]=[C:2]([NH:31][CH2:30][CH:27]2[CH2:29][CH2:28]2)[N:12]=1. The catalyst class is: 12. (6) Reactant: [C:1]([O-:4])(=[S:3])[CH3:2].[K+].CS(O[CH2:11][C@@H:12]([NH:17][C:18]1[C:23]([F:24])=[CH:22][N:21]=[C:20]([Cl:25])[N:19]=1)[C:13]([CH3:16])([CH3:15])[CH3:14])(=O)=O.O. Product: [C:1](=[O:4])([S:3][CH2:11][C@@H:12]([NH:17][C:18]1[C:23]([F:24])=[CH:22][N:21]=[C:20]([Cl:25])[N:19]=1)[C:13]([CH3:16])([CH3:14])[CH3:15])[CH3:2]. The catalyst class is: 3. (7) Reactant: [Br:1][C:2]1[CH:3]=[C:4]([C:15]([F:18])([F:17])[F:16])[C:5]2[N:6]([C:8]([Cl:14])=[C:9]([C:11]([OH:13])=O)[N:10]=2)[CH:7]=1.[F:19][C:20]1[CH:25]=[CH:24][C:23]([CH:26]2[CH2:30][CH2:29][NH:28][CH2:27]2)=[CH:22][CH:21]=1.CN(C(ON1N=NC2C=CC=NC1=2)=[N+](C)C)C.F[P-](F)(F)(F)(F)F.C(N(C(C)C)CC)(C)C. Product: [Br:1][C:2]1[CH:3]=[C:4]([C:15]([F:18])([F:17])[F:16])[C:5]2[N:6]([C:8]([Cl:14])=[C:9]([C:11]([N:28]3[CH2:29][CH2:30][CH:26]([C:23]4[CH:24]=[CH:25][C:20]([F:19])=[CH:21][CH:22]=4)[CH2:27]3)=[O:13])[N:10]=2)[CH:7]=1. The catalyst class is: 31. (8) Reactant: [F:1][C:2]1([F:22])[CH2:5][C:4]([C:11]2[CH:16]=[CH:15][CH:14]=[C:13]([O:17][C:18]([F:21])([F:20])[F:19])[CH:12]=2)([C:6](OCC)=[O:7])[CH2:3]1.[H-].[H-].[H-].[H-].[Li+].[Al+3]. Product: [F:1][C:2]1([F:22])[CH2:3][C:4]([CH2:6][OH:7])([C:11]2[CH:16]=[CH:15][CH:14]=[C:13]([O:17][C:18]([F:20])([F:21])[F:19])[CH:12]=2)[CH2:5]1. The catalyst class is: 1. (9) Reactant: [OH:1][C:2]1[CH:10]=[C:9]2[C:5]([CH:6]=[N:7][NH:8]2)=[CH:4][CH:3]=1.N1C=CN=C1.[CH3:16][C:17]([Si:20](Cl)([CH3:22])[CH3:21])([CH3:19])[CH3:18].O. Product: [Si:20]([O:1][C:2]1[CH:10]=[C:9]2[C:5]([CH:6]=[N:7][NH:8]2)=[CH:4][CH:3]=1)([C:17]([CH3:19])([CH3:18])[CH3:16])([CH3:22])[CH3:21]. The catalyst class is: 3. (10) Reactant: C[O:2][C:3](=[O:39])[C@@:4]([NH:35][C:36]([NH2:38])=[NH:37])([NH:11][C:12](=[O:34])[C@@H:13]([N:21]([C:23](=[O:33])[CH2:24][CH2:25][C:26]1[CH:31]=[CH:30][C:29]([OH:32])=[CH:28][CH:27]=1)[CH3:22])[CH2:14][C:15]1[CH:20]=[CH:19][CH:18]=[CH:17][CH:16]=1)[CH2:5][CH2:6][CH2:7][N+:8]([O-:10])=[O:9].O.[OH-].[Li+].O.FC(F)(F)C(O)=O. Product: [N+:8]([CH2:7][CH2:6][CH2:5][C@:4]([NH:35][C:36]([NH2:38])=[NH:37])([NH:11][C:12](=[O:34])[C@@H:13]([N:21]([C:23](=[O:33])[CH2:24][CH2:25][C:26]1[CH:31]=[CH:30][C:29]([OH:32])=[CH:28][CH:27]=1)[CH3:22])[CH2:14][C:15]1[CH:16]=[CH:17][CH:18]=[CH:19][CH:20]=1)[C:3]([OH:39])=[O:2])([O-:10])=[O:9]. The catalyst class is: 7.